The task is: Predict the reactants needed to synthesize the given product.. This data is from Full USPTO retrosynthesis dataset with 1.9M reactions from patents (1976-2016). Given the product [Cl:1][C:2]1[CH:7]=[CH:6][C:5]([CH:8]2[C:15]3[C:14]([CH3:16])=[N:13][N:12]([CH:17]4[CH2:19][CH2:18]4)[C:11]=3[C:10](=[O:20])[N:9]2[C:22]2[CH:23]=[C:24]([N:32]([CH3:40])[C:33](=[O:39])[O:34][C:35]([CH3:36])([CH3:38])[CH3:37])[C:25]3[N:26]([C:28]([CH3:31])=[N:29][N:30]=3)[N:27]=2)=[CH:4][CH:3]=1, predict the reactants needed to synthesize it. The reactants are: [Cl:1][C:2]1[CH:7]=[CH:6][C:5]([CH:8]2[C:15]3[C:14]([CH3:16])=[N:13][N:12]([CH:17]4[CH2:19][CH2:18]4)[C:11]=3[C:10](=[O:20])[NH:9]2)=[CH:4][CH:3]=1.Cl[C:22]1[CH:23]=[C:24]([N:32]([CH3:40])[C:33](=[O:39])[O:34][C:35]([CH3:38])([CH3:37])[CH3:36])[C:25]2[N:26]([C:28]([CH3:31])=[N:29][N:30]=2)[N:27]=1.